This data is from Full USPTO retrosynthesis dataset with 1.9M reactions from patents (1976-2016). The task is: Predict the reactants needed to synthesize the given product. (1) Given the product [F:15][C:12]([F:14])([F:13])[C:11]1[C:6]2[N:7]([C:3]([C:1]#[C:2][C:27]3[CH:35]=[CH:34][C:30]([C:31]([NH2:33])=[O:32])=[CH:29][CH:28]=3)=[CH:4][N:5]=2)[CH:8]=[C:9]([C:16]2[CH:21]=[CH:20][C:19]([C:22]([F:25])([F:24])[F:23])=[CH:18][CH:17]=2)[CH:10]=1, predict the reactants needed to synthesize it. The reactants are: [C:1]([C:3]1[N:7]2[CH:8]=[C:9]([C:16]3[CH:21]=[CH:20][C:19]([C:22]([F:25])([F:24])[F:23])=[CH:18][CH:17]=3)[CH:10]=[C:11]([C:12]([F:15])([F:14])[F:13])[C:6]2=[N:5][CH:4]=1)#[CH:2].Br[C:27]1[CH:35]=[CH:34][C:30]([C:31]([NH2:33])=[O:32])=[CH:29][CH:28]=1. (2) Given the product [CH3:1][C:2]1[CH:7]=[C:6]([O:8][CH2:9][CH2:10][CH2:11][S:12]([CH3:15])(=[O:14])=[O:13])[CH:5]=[CH:4][C:3]=1[C:16]1[C:17]2[CH:24]=[C:23]([O:25][CH2:26][C:27]3[CH:28]=[CH:29][C:30]([C@@H:33]([C:40]#[C:41][CH3:42])[CH2:34][C:35]([OH:37])=[O:36])=[CH:31][CH:32]=3)[CH:22]=[CH:21][C:18]=2[S:19][CH:20]=1, predict the reactants needed to synthesize it. The reactants are: [CH3:1][C:2]1[CH:7]=[C:6]([O:8][CH2:9][CH2:10][CH2:11][S:12]([CH3:15])(=[O:14])=[O:13])[CH:5]=[CH:4][C:3]=1[C:16]1[C:17]2[CH:24]=[C:23]([O:25][CH2:26][C:27]3[CH:32]=[CH:31][C:30]([C@@H:33]([C:40]#[C:41][CH3:42])[CH2:34][C:35]([O:37]CC)=[O:36])=[CH:29][CH:28]=3)[CH:22]=[CH:21][C:18]=2[S:19][CH:20]=1.[Li+].[OH-].Cl. (3) Given the product [F:12][C:4]1[C:5]([O:10][CH3:11])=[CH:6][C:7]([O:8][CH3:9])=[C:2]([F:1])[C:3]=1[N:13]1[CH2:18][C:17]2[CH:19]=[N:20][C:21]3[N:25]([S:26]([C:29]4[CH:30]=[CH:31][CH:32]=[CH:33][CH:34]=4)(=[O:27])=[O:28])[C:24]([CH2:35][CH2:36][N:45]4[CH2:46][CH2:47][N:42]([CH2:40][CH3:41])[CH2:43][CH2:44]4)=[CH:23][C:22]=3[C:16]=2[N:15]([CH3:38])[C:14]1=[O:39], predict the reactants needed to synthesize it. The reactants are: [F:1][C:2]1[C:7]([O:8][CH3:9])=[CH:6][C:5]([O:10][CH3:11])=[C:4]([F:12])[C:3]=1[N:13]1[CH2:18][C:17]2[CH:19]=[N:20][C:21]3[N:25]([S:26]([C:29]4[CH:34]=[CH:33][CH:32]=[CH:31][CH:30]=4)(=[O:28])=[O:27])[C:24]([CH2:35][CH:36]=O)=[CH:23][C:22]=3[C:16]=2[N:15]([CH3:38])[C:14]1=[O:39].[CH2:40]([N:42]1[CH2:47][CH2:46][NH:45][CH2:44][CH2:43]1)[CH3:41].C(O[BH-](OC(=O)C)OC(=O)C)(=O)C.[Na+].C([O-])([O-])=O.[Na+].[Na+]. (4) Given the product [Cl:24][C:25]1[CH:32]=[CH:31][C:28]([CH2:29][NH:30][C:8]([C:7]2[C:2](=[O:1])[C:3]3[S:15][CH:14]=[CH:13][C:4]=3[N:5]([CH2:17][CH3:18])[CH:6]=2)=[O:10])=[CH:27][CH:26]=1, predict the reactants needed to synthesize it. The reactants are: [OH:1][C:2]1[C:7]([C:8]([O:10]CC)=O)=[CH:6][N:5]=[C:4]2[CH:13]=[C:14](I)[S:15][C:3]=12.[C:17]1(C)C=CC=C[CH:18]=1.[Cl:24][C:25]1[CH:32]=[CH:31][C:28]([CH2:29][NH2:30])=[CH:27][CH:26]=1. (5) Given the product [F:59][C:60]1[C:68]([C:69]([F:70])([F:71])[F:72])=[CH:67][CH:66]=[CH:65][C:61]=1[C:62]([NH:34][C:35]1[CH:36]=[CH:37][C:38]([C:41]2[CH:49]=[C:48]3[C:44]([CH2:45][N:46]([C@@H:51]([CH:56]([CH3:58])[CH3:57])[C:52]([O:54][CH3:55])=[O:53])[C:47]3=[O:50])=[CH:43][CH:42]=2)=[CH:39][CH:40]=1)=[O:63], predict the reactants needed to synthesize it. The reactants are: C(NC1C=CC(C2C=C3C(CN([C@@H](C(C)C)C(OC)=O)C3=O)=CC=2)=CC=1)(=O)C1C=CC=CC=1.[NH2:34][C:35]1[CH:40]=[CH:39][C:38]([C:41]2[CH:49]=[C:48]3[C:44]([CH2:45][N:46]([C@@H:51]([CH:56]([CH3:58])[CH3:57])[C:52]([O:54][CH3:55])=[O:53])[C:47]3=[O:50])=[CH:43][CH:42]=2)=[CH:37][CH:36]=1.[F:59][C:60]1[C:68]([C:69]([F:72])([F:71])[F:70])=[CH:67][CH:66]=[CH:65][C:61]=1[C:62](Cl)=[O:63].